Dataset: Forward reaction prediction with 1.9M reactions from USPTO patents (1976-2016). Task: Predict the product of the given reaction. Given the reactants [OH-].[Li+].[Br:3][C:4]1[CH:5]=[CH:6][C:7]([O:22][CH2:23][C:24]2[CH:29]=[CH:28][CH:27]=[C:26]([C:30]#[N:31])[CH:25]=2)=[C:8]([CH:21]=1)[C:9]([O:11]CC1C=CC=C(C#N)C=1)=[O:10], predict the reaction product. The product is: [Br:3][C:4]1[CH:5]=[CH:6][C:7]([O:22][CH2:23][C:24]2[CH:29]=[CH:28][CH:27]=[C:26]([C:30]#[N:31])[CH:25]=2)=[C:8]([CH:21]=1)[C:9]([OH:11])=[O:10].